This data is from NCI-60 drug combinations with 297,098 pairs across 59 cell lines. The task is: Regression. Given two drug SMILES strings and cell line genomic features, predict the synergy score measuring deviation from expected non-interaction effect. (1) Drug 1: C1=CC(=CC=C1CC(C(=O)O)N)N(CCCl)CCCl.Cl. Drug 2: CC1CCCC2(C(O2)CC(NC(=O)CC(C(C(=O)C(C1O)C)(C)C)O)C(=CC3=CSC(=N3)C)C)C. Cell line: SW-620. Synergy scores: CSS=26.4, Synergy_ZIP=-4.56, Synergy_Bliss=1.50, Synergy_Loewe=-3.16, Synergy_HSA=-1.72. (2) Drug 1: CS(=O)(=O)C1=CC(=C(C=C1)C(=O)NC2=CC(=C(C=C2)Cl)C3=CC=CC=N3)Cl. Drug 2: C1CC(=O)NC(=O)C1N2CC3=C(C2=O)C=CC=C3N. Cell line: IGROV1. Synergy scores: CSS=4.72, Synergy_ZIP=-3.18, Synergy_Bliss=-4.38, Synergy_Loewe=-4.19, Synergy_HSA=-3.79.